This data is from Acute oral toxicity (LD50) regression data from Zhu et al.. The task is: Regression/Classification. Given a drug SMILES string, predict its toxicity properties. Task type varies by dataset: regression for continuous values (e.g., LD50, hERG inhibition percentage) or binary classification for toxic/non-toxic outcomes (e.g., AMES mutagenicity, cardiotoxicity, hepatotoxicity). Dataset: ld50_zhu. (1) The drug is CCOP(=O)(CC)SCC. The rat oral LD50 is 4.37, given as -log10 of the dose in mol/kg body weight (higher means more acutely toxic). (2) The compound is CCCSP(=O)(OCC)Oc1ccc(Sc2ccc(Cl)cc2)cc1. The rat oral LD50 is 2.77, given as -log10 of the dose in mol/kg body weight (higher means more acutely toxic). (3) The molecule is CCNc1nc(NC(C)C(C)C)nc(SC)n1. The rat oral LD50 is 1.93, given as -log10 of the dose in mol/kg body weight (higher means more acutely toxic). (4) The molecule is c1ccc2c(c1)Sc1ccccc1N2CC1CN2CCC1CC2. The rat oral LD50 is 3.12, given as -log10 of the dose in mol/kg body weight (higher means more acutely toxic). (5) The drug is N#CSC=CSC#N. The rat oral LD50 is 3.27, given as -log10 of the dose in mol/kg body weight (higher means more acutely toxic).